From a dataset of Catalyst prediction with 721,799 reactions and 888 catalyst types from USPTO. Predict which catalyst facilitates the given reaction. (1) Reactant: [Br:1][C:2]1[CH:3]=[CH:4][C:5]([SH:11])=[C:6]([CH:10]=1)[C:7]([OH:9])=O.[C:12]([C:14]1[CH:19]=[CH:18][CH:17]=[CH:16][N:15]=1)#[N:13]. Product: [Br:1][C:2]1[CH:3]=[CH:4][C:5]2[S:11][C:12]([C:14]3[CH:19]=[CH:18][CH:17]=[CH:16][N:15]=3)=[N:13][C:7](=[O:9])[C:6]=2[CH:10]=1. The catalyst class is: 17. (2) Reactant: [CH3:1][N:2]1[C:6]([C:7]2[CH:19]=[N:18][C:17]3[C:16]4[CH:15]=[C:14]([O:20][CH3:21])[C:13]([C:22]([O:24][CH3:25])=[O:23])=[CH:12][C:11]=4[NH:10][C:9]=3[CH:8]=2)=[C:5]([CH3:26])[N:4]=[N:3]1.[C:27]1([C@@H:33]([CH:35]2[CH2:40][CH2:39][O:38][CH2:37][CH2:36]2)O)[CH:32]=[CH:31][CH:30]=[CH:29][CH:28]=1.C1(P(C2C=CC=CC=2)C2C=CC=CC=2)C=CC=CC=1.CC(OC(/N=N/C(OC(C)C)=O)=O)C. Product: [CH3:1][N:2]1[C:6]([C:7]2[CH:19]=[N:18][C:17]3[C:16]4[CH:15]=[C:14]([O:20][CH3:21])[C:13]([C:22]([O:24][CH3:25])=[O:23])=[CH:12][C:11]=4[N:10]([C@H:33]([C:27]4[CH:32]=[CH:31][CH:30]=[CH:29][CH:28]=4)[CH:35]4[CH2:36][CH2:37][O:38][CH2:39][CH2:40]4)[C:9]=3[CH:8]=2)=[C:5]([CH3:26])[N:4]=[N:3]1. The catalyst class is: 1. (3) Reactant: [CH3:1][O:2][C:3]1[CH:12]=[CH:11][C:10]([NH2:13])=[C:9]2[C:4]=1[CH:5]=[CH:6][CH:7]=[N:8]2.[N+:14]([C:17]1[CH:22]=[C:21]([C:23]([F:26])([F:25])[F:24])[CH:20]=[CH:19][C:18]=1[S:27](Cl)(=[O:29])=[O:28])([O-:16])=[O:15].N1C=CC=CC=1. Product: [CH3:1][O:2][C:3]1[CH:12]=[CH:11][C:10]([NH:13][S:27]([C:18]2[CH:19]=[CH:20][C:21]([C:23]([F:25])([F:26])[F:24])=[CH:22][C:17]=2[N+:14]([O-:16])=[O:15])(=[O:28])=[O:29])=[C:9]2[C:4]=1[CH:5]=[CH:6][CH:7]=[N:8]2. The catalyst class is: 2. (4) Reactant: [F:1][C:2]([F:44])([F:43])[C:3]1[CH:4]=[C:5]([C@H:13]([O:15][C@H:16]2[CH2:20][N:19]([C:21]([O:23][C:24]([CH3:27])([CH3:26])[CH3:25])=[O:22])[C@@H:18]([CH2:28][C:29]([CH3:35])([CH3:34])[C:30](OC)=[O:31])[C@@H:17]2[C:36]2[CH:41]=[CH:40][C:39]([F:42])=[CH:38][CH:37]=2)[CH3:14])[CH:6]=[C:7]([C:9]([F:12])([F:11])[F:10])[CH:8]=1.CC(C[AlH]CC(C)C)C. Product: [F:44][C:2]([F:1])([F:43])[C:3]1[CH:4]=[C:5]([C@H:13]([O:15][C@H:16]2[CH2:20][N:19]([C:21]([O:23][C:24]([CH3:26])([CH3:25])[CH3:27])=[O:22])[C@@H:18]([CH2:28][C:29]([CH3:34])([CH3:35])[CH2:30][OH:31])[C@@H:17]2[C:36]2[CH:41]=[CH:40][C:39]([F:42])=[CH:38][CH:37]=2)[CH3:14])[CH:6]=[C:7]([C:9]([F:10])([F:11])[F:12])[CH:8]=1. The catalyst class is: 2. (5) Reactant: FC(F)(F)C(O)=O.[NH2:8][C:9]1([C:21]([NH2:23])=[O:22])[CH2:17][C:16]2[C:11](=[CH:12][CH:13]=[C:14]([N+:18]([O-:20])=[O:19])[CH:15]=2)[CH2:10]1.CO[C:26](OC)(OC)[CH2:27][CH2:28][CH3:29]. Product: [N+:18]([C:14]1[CH:15]=[C:16]2[C:11](=[CH:12][CH:13]=1)[CH2:10][C:9]1([C:21](=[O:22])[NH:23][C:26]([CH2:27][CH2:28][CH3:29])=[N:8]1)[CH2:17]2)([O-:20])=[O:19]. The catalyst class is: 11. (6) Reactant: [CH3:1][CH:2]([O:4][C:5]1[CH:6]=[CH:7][C:8]([N+:25]([O-])=O)=[C:9]([NH:11][CH:12]2[CH2:17][CH2:16][N:15]([C:18]([O:20][C:21]([CH3:24])([CH3:23])[CH3:22])=[O:19])[CH2:14][CH2:13]2)[CH:10]=1)[CH3:3].O.NN. Product: [NH2:25][C:8]1[CH:7]=[CH:6][C:5]([O:4][CH:2]([CH3:1])[CH3:3])=[CH:10][C:9]=1[NH:11][CH:12]1[CH2:17][CH2:16][N:15]([C:18]([O:20][C:21]([CH3:23])([CH3:22])[CH3:24])=[O:19])[CH2:14][CH2:13]1. The catalyst class is: 171. (7) Reactant: [CH:1]1([O:7][CH2:8][C:9]2[NH:14][C:13](=[S:15])[NH:12][C:11](=[O:16])[CH:10]=2)[CH2:6][CH2:5][CH2:4][CH2:3][CH2:2]1.IC.[C:19](=O)([O-])[O-].[K+].[K+]. Product: [CH:1]1([O:7][CH2:8][C:9]2[N:14]=[C:13]([S:15][CH3:19])[NH:12][C:11](=[O:16])[CH:10]=2)[CH2:2][CH2:3][CH2:4][CH2:5][CH2:6]1. The catalyst class is: 11. (8) Reactant: [CH3:1][O:2][C:3]1[CH:4]=[C:5]([N:11]2[CH2:16][C:15]3[CH:17]=[N:18][C:19]4[N:23](S(C5C=CC=CC=5)(=O)=O)[C:22]([C:33]([OH:35])=[O:34])=[CH:21][C:20]=4[C:14]=3[N:13]([CH3:36])[C:12]2=[O:37])[CH:6]=[C:7]([O:9][CH3:10])[CH:8]=1.CC(C)([O-])C.[K+].Cl. Product: [CH3:1][O:2][C:3]1[CH:4]=[C:5]([N:11]2[CH2:16][C:15]3[CH:17]=[N:18][C:19]4[NH:23][C:22]([C:33]([OH:35])=[O:34])=[CH:21][C:20]=4[C:14]=3[N:13]([CH3:36])[C:12]2=[O:37])[CH:6]=[C:7]([O:9][CH3:10])[CH:8]=1. The catalyst class is: 20. (9) Reactant: [Br:1][C:2]1[S:6][C:5]([CH3:7])=N[C:3]=1[C:8]([OH:10])=O.[CH3:11]CN(C(C)C)C(C)C.CN(C(ON1N=NC2C=CC=CC1=2)=[N+](C)C)C.[B-](F)(F)(F)F.[CH3:42][C:43]1[N:48]=[C:47]([NH2:49])[CH:46]=[CH:45][CH:44]=1. Product: [CH3:42][C:43]1[N:48]=[C:47]([NH:49][C:8]([C:3]2[CH:11]=[C:5]([CH3:7])[S:6][C:2]=2[Br:1])=[O:10])[CH:46]=[CH:45][CH:44]=1. The catalyst class is: 9.